From a dataset of NCI-60 drug combinations with 297,098 pairs across 59 cell lines. Regression. Given two drug SMILES strings and cell line genomic features, predict the synergy score measuring deviation from expected non-interaction effect. Drug 1: CN1CCC(CC1)COC2=C(C=C3C(=C2)N=CN=C3NC4=C(C=C(C=C4)Br)F)OC. Drug 2: N.N.Cl[Pt+2]Cl. Cell line: KM12. Synergy scores: CSS=0.152, Synergy_ZIP=3.48, Synergy_Bliss=4.05, Synergy_Loewe=2.14, Synergy_HSA=1.10.